This data is from Catalyst prediction with 721,799 reactions and 888 catalyst types from USPTO. The task is: Predict which catalyst facilitates the given reaction. (1) Reactant: [I:1][C:2]1[CH:7]=[CH:6][C:5]([OH:8])=[CH:4][CH:3]=1.Br[CH2:10][CH2:11][OH:12].C([O-])([O-])=O.[K+].[K+].O. Product: [I:1][C:2]1[CH:7]=[CH:6][C:5]([O:8][CH2:10][CH2:11][OH:12])=[CH:4][CH:3]=1. The catalyst class is: 21. (2) Reactant: C([O:3][C:4](=[O:27])[CH2:5][C:6]1[C:7]([CH3:26])=[C:8]([S:15][C:16]2[CH:21]=[CH:20][C:19]([S:22]([CH3:25])(=[O:24])=[O:23])=[CH:18][CH:17]=2)[N:9]2[C:14]=1[CH:13]=[CH:12][CH:11]=[CH:10]2)C.[OH-].[Li+].Cl. Product: [CH3:25][S:22]([C:19]1[CH:20]=[CH:21][C:16]([S:15][C:8]2[N:9]3[C:14]([CH:13]=[CH:12][CH:11]=[CH:10]3)=[C:6]([CH2:5][C:4]([OH:27])=[O:3])[C:7]=2[CH3:26])=[CH:17][CH:18]=1)(=[O:23])=[O:24]. The catalyst class is: 24.